Dataset: Full USPTO retrosynthesis dataset with 1.9M reactions from patents (1976-2016). Task: Predict the reactants needed to synthesize the given product. (1) Given the product [CH3:13][C:10]1[N:9]=[C:8]([C:5]2[N:4]=[N:3][C:2]([N:15]3[CH2:19][CH2:18][C:17]4([CH2:23][C:22]5[CH:24]=[CH:25][CH:26]=[CH:27][C:21]=5[O:20]4)[CH2:16]3)=[CH:7][CH:6]=2)[O:12][N:11]=1, predict the reactants needed to synthesize it. The reactants are: Cl[C:2]1[N:3]=[N:4][C:5]([C:8]2[O:12][N:11]=[C:10]([CH3:13])[N:9]=2)=[CH:6][CH:7]=1.Cl.[NH:15]1[CH2:19][CH2:18][C:17]2([CH2:23][C:22]3[CH:24]=[CH:25][CH:26]=[CH:27][C:21]=3[O:20]2)[CH2:16]1.C(=O)([O-])[O-].[K+].[K+].O. (2) Given the product [CH3:33][N:34]([CH3:38])[C:35]([NH:1][CH2:2][CH2:3][CH2:4][N:5]1[C:14]2[C:9](=[N:10][CH:11]=[C:12]([CH2:15][C:16]3[CH:17]=[CH:18][C:19]([F:22])=[CH:20][CH:21]=3)[CH:13]=2)[C:8]([OH:23])=[C:7]([C:24]([NH:26][CH2:27][CH2:28][O:29][CH2:30][CH3:31])=[O:25])[C:6]1=[O:32])=[O:36], predict the reactants needed to synthesize it. The reactants are: [NH2:1][CH2:2][CH2:3][CH2:4][N:5]1[C:14]2[C:9](=[N:10][CH:11]=[C:12]([CH2:15][C:16]3[CH:21]=[CH:20][C:19]([F:22])=[CH:18][CH:17]=3)[CH:13]=2)[C:8]([OH:23])=[C:7]([C:24]([NH:26][CH2:27][CH2:28][O:29][CH2:30][CH3:31])=[O:25])[C:6]1=[O:32].[CH3:33][N:34]([CH3:38])[C:35](Cl)=[O:36]. (3) Given the product [N:24]1[NH:29][N:30]=[N:31][C:23]=1[C:22]1[CH:21]=[CH:20][C:19]([CH2:18][CH2:17][CH2:16][O:15][C:10]2[CH:11]=[C:12]3[C:7](=[CH:8][CH:9]=2)[CH2:6][N:5]([S:2]([CH3:1])(=[O:4])=[O:3])[CH2:14][CH2:13]3)=[CH:26][CH:25]=1, predict the reactants needed to synthesize it. The reactants are: [CH3:1][S:2]([N:5]1[CH2:14][CH2:13][C:12]2[C:7](=[CH:8][CH:9]=[C:10]([O:15][CH2:16][CH2:17][CH2:18][C:19]3[CH:26]=[CH:25][C:22]([C:23]#[N:24])=[CH:21][CH:20]=3)[CH:11]=2)[CH2:6]1)(=[O:4])=[O:3].[NH4+].[Cl-].[N-:29]=[N+:30]=[N-:31].[Na+].CN(C=O)C. (4) Given the product [N:1]([C@H:4]1[CH2:12][N:11]2[C@H:6]([CH2:7][C:8](=[O:13])[CH2:9][CH2:10]2)[CH2:5]1)=[N+:2]=[N-:3], predict the reactants needed to synthesize it. The reactants are: [N:1]([C@H:4]1[CH2:12][N:11]2[C@H:6]([CH2:7][C:8](OC)([O:13]C)[CH2:9][CH2:10]2)[CH2:5]1)=[N+:2]=[N-:3]. (5) Given the product [C:30]([C:32]1[CH:33]=[C:34]([S:39]([N:6]([CH2:5][C:4]2[CH:14]=[CH:15][C:16]([O:18][CH3:19])=[CH:17][C:3]=2[O:2][CH3:1])[C:7]2[CH:12]=[CH:11][C:10]([F:13])=[CH:9][N:8]=2)(=[O:41])=[O:40])[CH:35]=[CH:36][C:37]=1[F:38])#[N:31], predict the reactants needed to synthesize it. The reactants are: [CH3:1][O:2][C:3]1[CH:17]=[C:16]([O:18][CH3:19])[CH:15]=[CH:14][C:4]=1[CH2:5][NH:6][C:7]1[CH:12]=[CH:11][C:10]([F:13])=[CH:9][N:8]=1.[Li+].C[Si]([N-][Si](C)(C)C)(C)C.[C:30]([C:32]1[CH:33]=[C:34]([S:39](Cl)(=[O:41])=[O:40])[CH:35]=[CH:36][C:37]=1[F:38])#[N:31].